From a dataset of Cav3 T-type calcium channel HTS with 100,875 compounds. Binary Classification. Given a drug SMILES string, predict its activity (active/inactive) in a high-throughput screening assay against a specified biological target. (1) The drug is O=C(Nc1c(cc(C(C)(C)C)cc1C)C)CN(CC)CC. The result is 0 (inactive). (2) The compound is FC(F)(F)c1ccc(C2C(C(OC(=C2)C(=O)N2CCN(CC2)Cc2ccccc2)OCC)CCCO)cc1. The result is 0 (inactive). (3) The result is 0 (inactive). The drug is s1c2c(CCN(C2)C)c2c1NC(NC2=O)c1sccc1C. (4) The compound is FC(F)(F)C1(Oc2c(O1)cccc2)NC(=O)NCCN1CCOCC1. The result is 0 (inactive). (5) The compound is O(c1ccc(cc1)C(OC)=O)c1nc(c2ccccc2)cc(n1)C(=O)N. The result is 0 (inactive). (6) The compound is s1c2c(CC(OC2)(C)C)c2n3nnnc3n3nnnc3c12. The result is 0 (inactive). (7) The compound is FC(F)(F)C(O)(c1cc(OC)c(NC(=O)c2occc2)cc1)C(OCC)=O. The result is 0 (inactive).